From a dataset of Reaction yield outcomes from USPTO patents with 853,638 reactions. Predict the reaction yield, written as a fraction of the theoretical maximum amount of product (1.0 means a 100% yield; for example, 0.34 means a 34% yield). The reactants are Cl.[F:2][C:3]1[CH:8]=[CH:7][C:6]([CH:9]([OH:23])[CH:10]([NH2:22])[CH2:11][C:12]2[CH:17]=[CH:16][C:15]([C:18]([F:21])([F:20])[F:19])=[CH:14][CH:13]=2)=[CH:5][CH:4]=1.C(N(CC)CC)C.[C:31]1([N:41]=[C:42]=[O:43])[C:40]2[C:35](=[CH:36][CH:37]=[CH:38][CH:39]=2)[CH:34]=[CH:33][CH:32]=1. The catalyst is C(#N)C.O. The product is [F:2][C:3]1[CH:4]=[CH:5][C:6]([CH:9]([OH:23])[CH:10]([NH:22][C:42]([NH:41][C:31]2[C:40]3[C:35](=[CH:36][CH:37]=[CH:38][CH:39]=3)[CH:34]=[CH:33][CH:32]=2)=[O:43])[CH2:11][C:12]2[CH:17]=[CH:16][C:15]([C:18]([F:21])([F:20])[F:19])=[CH:14][CH:13]=2)=[CH:7][CH:8]=1. The yield is 0.650.